Dataset: Reaction yield outcomes from USPTO patents with 853,638 reactions. Task: Predict the reaction yield, written as a fraction of the theoretical maximum amount of product (1.0 means a 100% yield; for example, 0.34 means a 34% yield). (1) The reactants are I[C:2]1[CH:3]=[C:4]([CH:8]=[CH:9][C:10]=1[O:11]CCC)[C:5]([OH:7])=[O:6].[C-]#N.[Na+].[C:18]([Cu])#[N:19]. The catalyst is CN(C=O)C. The product is [C:18]([C:2]1[CH:3]=[C:4]([CH:8]=[CH:9][C:10]=1[OH:11])[C:5]([OH:7])=[O:6])#[N:19]. The yield is 0.670. (2) The reactants are FC(F)(F)C(O)=O.[CH3:8][O:9][C:10](=[O:30])[CH2:11][C:12]1[C:21]([CH3:22])=[C:20]([CH:23]2[CH2:28][CH2:27][NH:26][CH2:25][CH2:24]2)[C:19]2[C:14](=[CH:15][CH:16]=[C:17]([F:29])[CH:18]=2)[CH:13]=1.C(N(CC)C(C)C)(C)C.[F:40][C:41]1[CH:49]=[CH:48][C:47]([F:50])=[CH:46][C:42]=1[C:43](Cl)=[O:44].O. The catalyst is C(Cl)Cl. The product is [CH3:8][O:9][C:10](=[O:30])[CH2:11][C:12]1[C:21]([CH3:22])=[C:20]([CH:23]2[CH2:24][CH2:25][N:26]([C:43](=[O:44])[C:42]3[CH:46]=[C:47]([F:50])[CH:48]=[CH:49][C:41]=3[F:40])[CH2:27][CH2:28]2)[C:19]2[C:14](=[CH:15][CH:16]=[C:17]([F:29])[CH:18]=2)[CH:13]=1. The yield is 0.680. (3) The reactants are ClC(Cl)(O[C:5](=[O:11])[O:6][C:7](Cl)(Cl)Cl)Cl.C([O:17][C:18]1[C:23](=[O:24])[N:22]([CH3:25])[C:21]([C:26]2[S:27][CH:28]=[CH:29][C:30]=2[NH2:31])=[N:20][C:19]=1[C:32]([O:34]C)=[O:33])(C)(C)C.[Cl:36][C:37]1[CH:44]=[CH:43][CH:42]=[CH:41][C:38]=1CO.C(N(CC)CC)C. The catalyst is O1CCOCC1. The product is [Cl:36][C:37]1[CH:44]=[CH:43][CH:42]=[CH:41][C:38]=1[CH2:7][O:6][C:5]([NH:31][C:30]1[CH:29]=[CH:28][S:27][C:26]=1[C:21]1[N:22]([CH3:25])[C:23](=[O:24])[C:18]([OH:17])=[C:19]([C:32]([OH:34])=[O:33])[N:20]=1)=[O:11]. The yield is 0.420. (4) The product is [S:1]1[C:5]2[CH:6]=[C:7]([N:10]3[CH2:14][CH2:13][N:12]([C:17]4[CH:18]=[N:19][CH:20]=[CH:21][C:22]=4[NH:23][C:24](=[O:26])[CH3:25])[C:11]3=[O:15])[CH:8]=[CH:9][C:4]=2[N:3]=[CH:2]1. The yield is 0.234. The catalyst is [Cu](I)I.O1CCOCC1. The reactants are [S:1]1[C:5]2[CH:6]=[C:7]([N:10]3[CH2:14][CH2:13][NH:12][C:11]3=[O:15])[CH:8]=[CH:9][C:4]=2[N:3]=[CH:2]1.I[C:17]1[CH:18]=[N:19][CH:20]=[CH:21][C:22]=1[NH:23][C:24](=[O:26])[CH3:25].N[C@@H]1CCCC[C@H]1N.P([O-])([O-])([O-])=O.[K+].[K+].[K+]. (5) The reactants are [I:1][C:2]1[CH:7]=[CH:6][C:5]([CH2:8][CH2:9][NH:10][S:11]([CH3:14])(=[O:13])=[O:12])=[CH:4][CH:3]=1.[C:15](O[C:15]([O:17][C:18]([CH3:21])([CH3:20])[CH3:19])=[O:16])([O:17][C:18]([CH3:21])([CH3:20])[CH3:19])=[O:16]. The catalyst is CN(C)C1C=CN=CC=1.C(Cl)Cl. The product is [C:18]([O:17][C:15]([N:10]([CH2:9][CH2:8][C:5]1[CH:4]=[CH:3][C:2]([I:1])=[CH:7][CH:6]=1)[S:11]([CH3:14])(=[O:13])=[O:12])=[O:16])([CH3:21])([CH3:20])[CH3:19]. The yield is 0.915. (6) The reactants are [S:1]([N:11]1[C:15]2=[N:16][CH:17]=[C:18]([NH:20][NH:21][C:22]([C:24]34[CH2:31][CH2:30][C:27]([NH:32]C(=O)OC(C)(C)C)([CH2:28][CH2:29]3)[CH2:26][CH2:25]4)=O)[N:19]=[C:14]2[CH:13]=[CH:12]1)([C:4]1[CH:10]=[CH:9][C:7]([CH3:8])=[CH:6][CH:5]=1)(=[O:3])=[O:2].O=S(Cl)Cl. The catalyst is O1CCOCC1. The product is [S:1]([N:11]1[C:15]2[N:16]=[CH:17][C:18]3[N:19]([C:22]([C:24]45[CH2:29][CH2:28][C:27]([NH2:32])([CH2:30][CH2:31]4)[CH2:26][CH2:25]5)=[N:21][N:20]=3)[C:14]=2[CH:13]=[CH:12]1)([C:4]1[CH:5]=[CH:6][C:7]([CH3:8])=[CH:9][CH:10]=1)(=[O:3])=[O:2]. The yield is 0.240. (7) The product is [C:24](/[C:26](=[CH:16]\[C:13]1[CH:14]=[N:15][C:10]([N:7]2[CH2:8][CH2:9][C@@H:5]([O:4][C:3]3[C:2]([Cl:1])=[CH:21][C:20]([CH3:22])=[CH:19][C:18]=3[Cl:23])[CH2:6]2)=[CH:11][CH:12]=1)/[C:27]([OH:29])=[O:28])#[N:25]. The catalyst is C1(C)C=CC=CC=1. The yield is 0.950. The reactants are [Cl:1][C:2]1[CH:21]=[C:20]([CH3:22])[CH:19]=[C:18]([Cl:23])[C:3]=1[O:4][C@@H:5]1[CH2:9][CH2:8][N:7]([C:10]2[N:15]=[CH:14][C:13]([CH:16]=O)=[CH:12][CH:11]=2)[CH2:6]1.[C:24]([CH2:26][C:27]([OH:29])=[O:28])#[N:25].N1CCCCC1. (8) The reactants are [NH:1]1[C:9]2[CH:8]=[CH:7][N:6]=[CH:5][C:4]=2[CH:3]=[CH:2]1.[Cl:10]N1C(=O)CCC1=O. The catalyst is ClCCl. The product is [Cl:10][C:3]1[C:4]2[CH:5]=[N:6][CH:7]=[CH:8][C:9]=2[NH:1][CH:2]=1. The yield is 0.400. (9) The product is [CH2:42]([NH:49][C:8]([C:4]1[S:3][C:2]([Br:1])=[N:6][C:5]=1[CH3:7])=[O:10])[C:43]1[CH:48]=[CH:47][CH:46]=[CH:45][CH:44]=1. The yield is 0.700. The catalyst is O1CCCC1. The reactants are [Br:1][C:2]1[S:3][C:4]([C:8]([OH:10])=O)=[C:5]([CH3:7])[N:6]=1.C(N(CC)C(C)C)(C)C.Cl.C(N=C=NCCCN(C)C)C.ON1C2C=CC=CC=2N=N1.[CH2:42]([NH2:49])[C:43]1[CH:48]=[CH:47][CH:46]=[CH:45][CH:44]=1.